Dataset: Peptide-MHC class II binding affinity with 134,281 pairs from IEDB. Task: Regression. Given a peptide amino acid sequence and an MHC pseudo amino acid sequence, predict their binding affinity value. This is MHC class II binding data. (1) The peptide sequence is YDKFLANVSFVLTGK. The MHC is DRB1_1101 with pseudo-sequence DRB1_1101. The binding affinity (normalized) is 0.544. (2) The peptide sequence is SQDLELSWNLNGLQAE. The MHC is HLA-DQA10101-DQB10501 with pseudo-sequence HLA-DQA10101-DQB10501. The binding affinity (normalized) is 0.881.